Task: Predict which catalyst facilitates the given reaction.. Dataset: Catalyst prediction with 721,799 reactions and 888 catalyst types from USPTO (1) Reactant: C(OC(=O)[NH:7][C@H:8]([CH2:12][CH2:13][C:14]1[CH:19]=[CH:18][CH:17]=[CH:16][CH:15]=1)[CH:9]([OH:11])[CH3:10])(C)(C)C. Product: [NH2:7][CH:8]([CH2:12][CH2:13][C:14]1[CH:15]=[CH:16][CH:17]=[CH:18][CH:19]=1)[C@H:9]([OH:11])[CH3:10]. The catalyst class is: 393. (2) Reactant: FC(F)(F)C(O)=O.[CH3:8][C:9]1([CH3:28])[CH2:14][NH:13][CH2:12][CH2:11][N:10]1[C:15]([C:17]1[N:21]=[CH:20][N:19]([C:22]2[CH:27]=[CH:26][CH:25]=[CH:24][CH:23]=2)[N:18]=1)=[O:16].[CH3:29][NH:30][C:31]1[CH:32]=[C:33]([CH:37]=[CH:38][C:39]=1[N+:40]([O-:42])=[O:41])[C:34](O)=[O:35].CN(C(ON1N=NC2C=CC=CC1=2)=[N+](C)C)C.[B-](F)(F)(F)F.CCN(C(C)C)C(C)C. Product: [CH3:8][C:9]1([CH3:28])[CH2:14][N:13]([C:34](=[O:35])[C:33]2[CH:37]=[CH:38][C:39]([N+:40]([O-:42])=[O:41])=[C:31]([NH:30][CH3:29])[CH:32]=2)[CH2:12][CH2:11][N:10]1[C:15]([C:17]1[N:21]=[CH:20][N:19]([C:22]2[CH:27]=[CH:26][CH:25]=[CH:24][CH:23]=2)[N:18]=1)=[O:16]. The catalyst class is: 3. (3) Reactant: [NH2:1][C:2]1[C:11]([O:12][CH3:13])=[CH:10][CH:9]=[CH:8][C:3]=1[C:4]([O:6][CH3:7])=[O:5].C1C(=O)N([Cl:21])C(=O)C1.O. Product: [NH2:1][C:2]1[C:11]([O:12][CH3:13])=[CH:10][C:9]([Cl:21])=[CH:8][C:3]=1[C:4]([O:6][CH3:7])=[O:5]. The catalyst class is: 3. (4) Reactant: C1N(P(Cl)(N2C(=O)OCC2)=O)C(=O)OC1.[OH:16][C:17]1([C:28]2[CH:33]=[CH:32][C:31]([C:34](=[N:36][OH:37])[NH2:35])=[CH:30][CH:29]=2)[CH2:20][N:19]([C:21]([O:23][C:24]([CH3:27])([CH3:26])[CH3:25])=[O:22])[CH2:18]1.[Cl:38][C:39]1[CH:40]=[C:41]([C:46]2([CH2:52][CH2:53][C:54](O)=O)[CH2:51][CH2:50][CH2:49][CH2:48][CH2:47]2)[CH:42]=[C:43]([Cl:45])[CH:44]=1.C(N(C(C)C)CC)(C)C.[F-].C([N+](CCCC)(CCCC)CCCC)CCC.C1COCC1. Product: [Cl:38][C:39]1[CH:40]=[C:41]([C:46]2([CH2:52][CH2:53][C:54]3[O:37][N:36]=[C:34]([C:31]4[CH:32]=[CH:33][C:28]([C:17]5([OH:16])[CH2:20][N:19]([C:21]([O:23][C:24]([CH3:27])([CH3:26])[CH3:25])=[O:22])[CH2:18]5)=[CH:29][CH:30]=4)[N:35]=3)[CH2:51][CH2:50][CH2:49][CH2:48][CH2:47]2)[CH:42]=[C:43]([Cl:45])[CH:44]=1. The catalyst class is: 39.